From a dataset of Forward reaction prediction with 1.9M reactions from USPTO patents (1976-2016). Predict the product of the given reaction. (1) Given the reactants Br[Mg][C:3]1[S:4][C:5]([Cl:8])=[CH:6][CH:7]=1.[C:9]([C:11]1[CH:16]=[CH:15][CH:14]=[CH:13][N:12]=1)#N.CC[O:19]CC, predict the reaction product. The product is: [Cl:8][C:5]1[S:4][C:3]([C:9]([C:11]2[CH:16]=[CH:15][CH:14]=[CH:13][N:12]=2)=[O:19])=[CH:7][CH:6]=1. (2) Given the reactants C([O:3][C:4](=[O:20])[C@@H:5]([O:18][CH3:19])[CH2:6][C:7]1[CH:12]=[CH:11][C:10]([O:13][CH2:14][CH2:15][CH2:16]Br)=[CH:9][CH:8]=1)C.[CH:21]1[C:30]2[CH2:29][CH2:28][CH2:27][CH2:26][C:25]=2[CH:24]=[CH:23][C:22]=1[OH:31].C1(C2C=CC=CC=2)C=CC(OCCOC2C=CC(C[C@H](OC)C(O)=O)=CC=2)=CC=1, predict the reaction product. The product is: [CH3:19][O:18][C@@H:5]([CH2:6][C:7]1[CH:8]=[CH:9][C:10]([O:13][CH2:14][CH2:15][CH2:16][O:31][C:22]2[CH:23]=[CH:24][C:25]3[CH2:26][CH2:27][CH2:28][CH2:29][C:30]=3[CH:21]=2)=[CH:11][CH:12]=1)[C:4]([OH:3])=[O:20]. (3) Given the reactants [CH3:1][C:2]1([CH2:5][C:6]([O:8][CH3:9])=[O:7])[CH2:4][O:3]1.[C-:10]#[N:11].[Na+], predict the reaction product. The product is: [CH3:1][C@:2]1([CH2:5][C:6]([O:8][CH3:9])=[O:7])[CH2:4][O:3]1.[C:10]([CH2:4][C@@:2]([OH:3])([CH3:1])[CH2:5][C:6]([O:8][CH3:9])=[O:7])#[N:11].